Dataset: Tyrosyl-DNA phosphodiesterase HTS with 341,365 compounds. Task: Binary Classification. Given a drug SMILES string, predict its activity (active/inactive) in a high-throughput screening assay against a specified biological target. (1) The drug is o1c(C(=O)Nc2ncccc2C)ccc1[N+]([O-])=O. The result is 0 (inactive). (2) The molecule is O=c1n(c2c(c(=O)n1Cc1ccc(cc1)C(=O)NCCCOC)cccc2)CC(=O)N(CC)CC. The result is 0 (inactive).